This data is from Forward reaction prediction with 1.9M reactions from USPTO patents (1976-2016). The task is: Predict the product of the given reaction. (1) Given the reactants C(OC([NH:8][C:9]1([CH3:48])[CH2:15][CH2:14][N:13]([C:16]2[N:20]([CH3:21])[N:19]=[CH:18][C:17]=2[NH:22][C:23]([C:25]2[N:26]=[C:27]([C:38]3[C:43]([F:44])=[CH:42][CH:41]=[CH:40][C:39]=3[F:45])[S:28][C:29]=2[NH:30]C(=O)OC(C)(C)C)=[O:24])[CH2:12][C:11]([F:47])([F:46])[CH2:10]1)=O)(C)(C)C.Cl.O1CCOCC1, predict the reaction product. The product is: [NH2:30][C:29]1[S:28][C:27]([C:38]2[C:39]([F:45])=[CH:40][CH:41]=[CH:42][C:43]=2[F:44])=[N:26][C:25]=1[C:23]([NH:22][C:17]1[CH:18]=[N:19][N:20]([CH3:21])[C:16]=1[N:13]1[CH2:14][CH2:15][C:9]([NH2:8])([CH3:48])[CH2:10][C:11]([F:46])([F:47])[CH2:12]1)=[O:24]. (2) The product is: [F:11][C:8]([F:9])([F:10])[C:3]1[CH:4]=[CH:5][CH:6]=[CH:7][C:2]=1[O:1][CH2:15][C:16]([OH:18])=[O:17]. Given the reactants [OH:1][C:2]1[CH:7]=[CH:6][CH:5]=[CH:4][C:3]=1[C:8]([F:11])([F:10])[F:9].[OH-].[Na+].Br[CH2:15][C:16]([OH:18])=[O:17].C(OCC)C, predict the reaction product. (3) Given the reactants [ClH:1].O1CCOCC1.[Cl:8][C:9]1[C:10]([F:38])=[C:11]([CH:35]=[CH:36][CH:37]=1)[C:12]([N:14]1[CH2:19][CH2:18][N:17](C(OC(C)(C)C)=O)[CH2:16][CH:15]1[CH2:27][O:28][C:29]1[CH:30]=[N:31][CH:32]=[CH:33][CH:34]=1)=[O:13], predict the reaction product. The product is: [ClH:8].[ClH:1].[Cl:8][C:9]1[C:10]([F:38])=[C:11]([C:12]([N:14]2[CH2:19][CH2:18][NH:17][CH2:16][CH:15]2[CH2:27][O:28][C:29]2[CH:30]=[N:31][CH:32]=[CH:33][CH:34]=2)=[O:13])[CH:35]=[CH:36][CH:37]=1. (4) Given the reactants CC1(C)C(C)(C)OB([C:9]2[CH2:10][CH2:11][N:12]([C:15]([O:17][C:18]([CH3:21])([CH3:20])[CH3:19])=[O:16])[CH2:13][CH:14]=2)O1.Br[C:24]1[CH:29]=[C:28]([C:30]([F:33])([F:32])[F:31])[CH:27]=[C:26]([N+:34]([O-:36])=[O:35])[CH:25]=1.C(=O)([O-])[O-].[K+].[K+], predict the reaction product. The product is: [N+:34]([C:26]1[CH:25]=[C:24]([C:9]2[CH2:10][CH2:11][N:12]([C:15]([O:17][C:18]([CH3:19])([CH3:20])[CH3:21])=[O:16])[CH2:13][CH:14]=2)[CH:29]=[C:28]([C:30]([F:31])([F:32])[F:33])[CH:27]=1)([O-:36])=[O:35]. (5) Given the reactants [CH3:1][C:2]1[C:7]([C:8]([O:10][CH3:11])=[O:9])=[CH:6][C:5]([NH2:12])=[C:4]([NH2:13])[CH:3]=1.[C:14](OCC)(=[O:20])[C:15](OCC)=[O:16], predict the reaction product. The product is: [CH3:1][C:2]1[CH:3]=[C:4]2[C:5]([NH:12][C:14](=[O:20])[C:15](=[O:16])[NH:13]2)=[CH:6][C:7]=1[C:8]([O:10][CH3:11])=[O:9]. (6) Given the reactants [N:1]([C@@H:4]1[C:12]2[C:7](=[CH:8][C:9]([Br:13])=[CH:10][CH:11]=2)[CH2:6][CH2:5]1)=[N+]=[N-].O.C1(P(C2C=CC=CC=2)C2C=CC=CC=2)C=CC=CC=1.[OH-].[K+], predict the reaction product. The product is: [Br:13][C:9]1[CH:8]=[C:7]2[C:12](=[CH:11][CH:10]=1)[C@@H:4]([NH2:1])[CH2:5][CH2:6]2. (7) Given the reactants [F:1][C:2]1[CH:7]=[CH:6][C:5]([C:8]2[O:9][C:10]3[CH:20]=[CH:19][C:18]([C:21]4[CH:22]=[C:23]([CH:27]=[CH:28][CH:29]=4)[C:24](O)=[O:25])=[CH:17][C:11]=3[C:12]=2[C:13](=[O:16])[NH:14][CH3:15])=[CH:4][CH:3]=1.Cl.[NH2:31][C:32]1([C:35]([NH:37][S:38]([CH:41]2[CH2:43][CH2:42]2)(=[O:40])=[O:39])=[O:36])[CH2:34][CH2:33]1.CN(C(ON1N=NC2C=CC=NC1=2)=[N+](C)C)C.F[P-](F)(F)(F)(F)F.CCN(C(C)C)C(C)C, predict the reaction product. The product is: [CH:41]1([S:38]([NH:37][C:35]([C:32]2([NH:31][C:24]([C:23]3[CH:22]=[C:21]([C:18]4[CH:19]=[CH:20][C:10]5[O:9][C:8]([C:5]6[CH:6]=[CH:7][C:2]([F:1])=[CH:3][CH:4]=6)=[C:12]([C:13]([NH:14][CH3:15])=[O:16])[C:11]=5[CH:17]=4)[CH:29]=[CH:28][CH:27]=3)=[O:25])[CH2:34][CH2:33]2)=[O:36])(=[O:40])=[O:39])[CH2:43][CH2:42]1. (8) Given the reactants [CH:1]([O:4][C:5]1[C:14]2[C:9](=[CH:10][C:11]([C:15]([OH:17])=O)=[CH:12][CH:13]=2)[CH:8]=[C:7]([NH:18][C:19]2[CH:23]=[C:22]([CH3:24])[NH:21][N:20]=2)[N:6]=1)([CH3:3])[CH3:2].[C:25]([N:28]1[CH2:33][CH2:32][NH:31][CH2:30][CH2:29]1)(=[O:27])[CH3:26], predict the reaction product. The product is: [CH:1]([O:4][C:5]1[C:14]2[C:9](=[CH:10][C:11]([C:15]([N:31]3[CH2:32][CH2:33][N:28]([C:25](=[O:27])[CH3:26])[CH2:29][CH2:30]3)=[O:17])=[CH:12][CH:13]=2)[CH:8]=[C:7]([NH:18][C:19]2[CH:23]=[C:22]([CH3:24])[NH:21][N:20]=2)[N:6]=1)([CH3:3])[CH3:2]. (9) Given the reactants [F:1][C:2]1[CH:7]=[CH:6][C:5]([C:8]2[S:9][C:10]([C:13]([NH:21]C(=O)C)([C:15]3[CH:20]=[CH:19][N:18]=[CH:17][CH:16]=3)[CH3:14])=[CH:11][N:12]=2)=[CH:4][CH:3]=1.Cl.[OH-].[Na+], predict the reaction product. The product is: [F:1][C:2]1[CH:7]=[CH:6][C:5]([C:8]2[S:9][C:10]([C:13]([C:15]3[CH:16]=[CH:17][N:18]=[CH:19][CH:20]=3)([NH2:21])[CH3:14])=[CH:11][N:12]=2)=[CH:4][CH:3]=1. (10) Given the reactants Br[C:2]1[CH:3]=[N:4][C:5]([C:8]2[O:16][C:11]3=[CH:12][N:13]=[CH:14][CH:15]=[C:10]3[C:9]=2[O:17][Si](C(C)(C)C)(C2C=CC=CC=2)C2C=CC=CC=2)=[N:6][CH:7]=1.[C:35]([Si:39]([CH3:45])([CH3:44])[O:40][CH2:41][C:42]#[CH:43])([CH3:38])([CH3:37])[CH3:36].C(N(CC)CC)C, predict the reaction product. The product is: [Si:39]([O:40][CH2:41][C:42]#[C:43][C:2]1[CH:7]=[N:6][C:5]([C:8]2[O:16][C:11]3=[CH:12][N:13]=[CH:14][CH:15]=[C:10]3[C:9]=2[OH:17])=[N:4][CH:3]=1)([C:35]([CH3:36])([CH3:37])[CH3:38])([CH3:44])[CH3:45].